From a dataset of Catalyst prediction with 721,799 reactions and 888 catalyst types from USPTO. Predict which catalyst facilitates the given reaction. (1) Reactant: [NH:1]1[CH2:5][CH2:4][CH2:3][C@@H:2]1[CH2:6][O:7][C:8]1[CH:20]=[CH:19][C:11]([O:12][C:13]2[CH:18]=[CH:17][N:16]=[CH:15][CH:14]=2)=[CH:10][CH:9]=1.[OH-].[Na+].[C:23]([O:27]C)(=[O:26])[CH:24]=[CH2:25].Cl. The catalyst class is: 346. Product: [N:16]1[CH:17]=[CH:18][C:13]([O:12][C:11]2[CH:10]=[CH:9][C:8]([O:7][CH2:6][C@H:2]3[CH2:3][CH2:4][CH2:5][N:1]3[CH2:25][CH2:24][C:23]([OH:27])=[O:26])=[CH:20][CH:19]=2)=[CH:14][CH:15]=1. (2) Reactant: [C:1]([N:5]1[C:9]2=[N:10][C:11]([Cl:15])=[N:12][C:13](Cl)=[C:8]2[CH:7]=[N:6]1)([CH3:4])([CH3:3])[CH3:2].[CH3:16][C:17]1[NH:21][N:20]=[C:19]([NH2:22])[CH:18]=1.CCN(C(C)C)C(C)C.O. Product: [C:1]([N:5]1[C:9]2=[N:10][C:11]([Cl:15])=[N:12][C:13]([NH:22][C:19]3[CH:18]=[C:17]([CH3:16])[NH:21][N:20]=3)=[C:8]2[CH:7]=[N:6]1)([CH3:4])([CH3:3])[CH3:2]. The catalyst class is: 3. (3) Reactant: Cl[CH2:2][C:3]1[N:4]=[C:5]2[CH:10]=[CH:9][CH:8]=[CH:7][N:6]2[CH:11]=1.[I-].[Na+].[OH:14][CH2:15][C:16]([O:18]CC)=[O:17].[H-].[Na+].ICC1N=C2C=CC=CN2C=1. Product: [N:4]1[C:3]([CH2:2][O:14][CH2:15][C:16]([OH:18])=[O:17])=[CH:11][N:6]2[CH:7]=[CH:8][CH:9]=[CH:10][C:5]=12. The catalyst class is: 7. (4) Reactant: [C:1]([C:3]1[CH:8]=[CH:7][C:6]([CH2:9][OH:10])=[CH:5][CH:4]=1)#[CH:2].O[C:12]1[CH:19]=[CH:18][C:17]([N+:20]([O-:22])=[O:21])=[CH:16][C:13]=1[CH:14]=[O:15].C(=O)([O-])[O-].[K+].[K+].O. Product: [C:1]([C:3]1[CH:8]=[CH:7][C:6]([CH2:9][O:10][C:12]2[CH:19]=[CH:18][C:17]([N+:20]([O-:22])=[O:21])=[CH:16][C:13]=2[CH:14]=[O:15])=[CH:5][CH:4]=1)#[CH:2]. The catalyst class is: 3. (5) Reactant: C([N:8]1[CH2:13][CH2:12][CH:11]([N:14]2[C:18]3[CH:19]=[CH:20][C:21]([F:23])=[CH:22][C:17]=3[N:16]=[C:15]2[CH2:24][CH3:25])[CH2:10][CH2:9]1)C1C=CC=CC=1. Product: [CH2:24]([C:15]1[N:14]([CH:11]2[CH2:10][CH2:9][NH:8][CH2:13][CH2:12]2)[C:18]2[CH:19]=[CH:20][C:21]([F:23])=[CH:22][C:17]=2[N:16]=1)[CH3:25]. The catalyst class is: 19. (6) The catalyst class is: 33. Product: [Cl:1][C:2]1[CH:3]=[C:4]2[C:8](=[C:9]([C:11]([O:13][CH3:14])=[O:12])[CH:10]=1)[N:7]([CH2:15][CH:16]=[O:17])[N:6]=[CH:5]2. Reactant: [Cl:1][C:2]1[CH:3]=[C:4]2[C:8](=[C:9]([C:11]([O:13][CH3:14])=[O:12])[CH:10]=1)[N:7]([CH2:15][CH:16](OC)[O:17]C)[N:6]=[CH:5]2.C1COCC1.C([O-])(O)=O.[Na+]. (7) Reactant: [N:1]1[CH:6]=[CH:5][CH:4]=[C:3]([C:7]2[CH:11]=[C:10]([C:12]([F:15])([F:14])[F:13])[N:9]([C:16]3[N:21]=[N:20][C:19]([NH2:22])=[CH:18][CH:17]=3)[N:8]=2)[CH:2]=1.C(N(CC)C(C)C)(C)C.[CH2:32]([O:34][CH2:35][CH2:36][N:37]1[C:42](=[O:43])[CH:41]=[CH:40][C:39]([C:44](Cl)=[O:45])=[CH:38]1)[CH3:33].C(=O)(O)[O-].[Na+]. Product: [N:1]1[CH:6]=[CH:5][CH:4]=[C:3]([C:7]2[CH:11]=[C:10]([C:12]([F:15])([F:13])[F:14])[N:9]([C:16]3[N:21]=[N:20][C:19]([NH2:22])=[CH:18][CH:17]=3)[N:8]=2)[CH:2]=1.[N:1]1[CH:6]=[CH:5][CH:4]=[C:3]([C:7]2[CH:11]=[C:10]([C:12]([F:15])([F:13])[F:14])[N:9]([C:16]3[N:21]=[N:20][C:19]([NH:22][C:44]([C:39]4[CH:40]=[CH:41][C:42](=[O:43])[N:37]([CH2:36][CH2:35][O:34][CH2:32][CH3:33])[CH:38]=4)=[O:45])=[CH:18][CH:17]=3)[N:8]=2)[CH:2]=1. The catalyst class is: 7.